Dataset: Full USPTO retrosynthesis dataset with 1.9M reactions from patents (1976-2016). Task: Predict the reactants needed to synthesize the given product. Given the product [CH3:8][CH:6]1[N:7]([CH3:20])[CH:2]([CH3:1])[CH2:3][N:4]([C:9]2[CH:16]=[CH:15][CH:14]=[CH:13][C:10]=2[CH:11]=[O:12])[CH2:5]1, predict the reactants needed to synthesize it. The reactants are: [CH3:1][CH:2]1[NH:7][CH:6]([CH3:8])[CH2:5][N:4]([C:9]2[CH:16]=[CH:15][CH:14]=[CH:13][C:10]=2[CH:11]=[O:12])[CH2:3]1.O.C=O.[C:20]([O-])(O)=O.[Na+].